This data is from Forward reaction prediction with 1.9M reactions from USPTO patents (1976-2016). The task is: Predict the product of the given reaction. (1) The product is: [ClH:66].[NH2:8][CH2:9][C@H:10]1[CH2:15][CH2:14][C@H:13]([C:16]([NH:18][C@H:19]([C:52](=[O:65])[NH:53][C:54]2[CH:55]=[CH:56][C:57]([C:60]3[NH:64][N:63]=[N:62][N:61]=3)=[CH:58][CH:59]=2)[CH2:20][C:21]2[CH:22]=[CH:23][C:24]([C:27]3[CH:32]=[CH:31][C:30]([C:33]([NH:35][CH:36]4[CH2:41][CH2:40][NH:39][CH2:38][C:37]4([CH3:49])[CH3:50])=[O:34])=[CH:29][C:28]=3[CH3:51])=[CH:25][CH:26]=2)=[O:17])[CH2:12][CH2:11]1. Given the reactants C(OC([NH:8][CH2:9][C@H:10]1[CH2:15][CH2:14][C@H:13]([C:16]([NH:18][C@H:19]([C:52](=[O:65])[NH:53][C:54]2[CH:59]=[CH:58][C:57]([C:60]3[NH:64][N:63]=[N:62][N:61]=3)=[CH:56][CH:55]=2)[CH2:20][C:21]2[CH:26]=[CH:25][C:24]([C:27]3[CH:32]=[CH:31][C:30]([C:33]([NH:35][CH:36]4[CH2:41][CH2:40][N:39](C(OC(C)(C)C)=O)[CH2:38][C:37]4([CH3:50])[CH3:49])=[O:34])=[CH:29][C:28]=3[CH3:51])=[CH:23][CH:22]=2)=[O:17])[CH2:12][CH2:11]1)=O)(C)(C)C.[ClH:66], predict the reaction product. (2) Given the reactants Cl.[C:2]1([CH3:10])[CH:7]=[CH:6][C:5]([NH:8]N)=[CH:4][CH:3]=1.Cl.[CH2:12]([N:14]1[CH2:19][CH2:18][C:17](=O)[CH2:16][CH2:15]1)[CH3:13], predict the reaction product. The product is: [CH2:12]([N:14]1[CH2:19][CH2:18][C:17]2[NH:8][C:5]3[CH:4]=[CH:3][C:2]([CH3:10])=[CH:7][C:6]=3[C:16]=2[CH2:15]1)[CH3:13]. (3) Given the reactants [NH:1]1[CH2:6][CH2:5][CH:4]([CH2:7][CH2:8][O:9][C:10]2[CH:20]=[CH:19][C:13]([C:14]([O:16][CH2:17][CH3:18])=[O:15])=[CH:12][CH:11]=2)[CH2:3][CH2:2]1.C(O)(C(F)(F)F)=O.CCN(C(C)C)C(C)C.[CH:37]([N:40]=[C:41]=[O:42])([CH3:39])[CH3:38], predict the reaction product. The product is: [CH:37]([NH:40][C:41]([N:1]1[CH2:2][CH2:3][CH:4]([CH2:7][CH2:8][O:9][C:10]2[CH:11]=[CH:12][C:13]([C:14]([O:16][CH2:17][CH3:18])=[O:15])=[CH:19][CH:20]=2)[CH2:5][CH2:6]1)=[O:42])([CH3:39])[CH3:38]. (4) The product is: [F:29][C:30]1[CH:57]=[CH:56][CH:55]=[C:54]([F:58])[C:31]=1[CH2:32][O:33][C:34]1[C:35]2[N:36]([C:40]([C:44]([NH:46][C@H:47]([CH2:50][CH2:51][CH2:52][CH3:53])[CH:48]=[O:49])=[O:45])=[C:41]([CH3:43])[N:42]=2)[CH:37]=[CH:38][CH:39]=1. Given the reactants CC(OI1(OC(C)=O)(OC(C)=O)OC(=O)C2C1=CC=CC=2)=O.N1C=CC=CC=1.[F:29][C:30]1[CH:57]=[CH:56][CH:55]=[C:54]([F:58])[C:31]=1[CH2:32][O:33][C:34]1[C:35]2[N:36]([C:40]([C:44]([NH:46][C@H:47]([CH2:50][CH2:51][CH2:52][CH3:53])[CH2:48][OH:49])=[O:45])=[C:41]([CH3:43])[N:42]=2)[CH:37]=[CH:38][CH:39]=1.[OH-].[Na+], predict the reaction product. (5) Given the reactants [NH3:1].CC(O)C.Cl[C:7]([C:36]1[CH:41]=[CH:40][C:39]([Cl:42])=[CH:38][CH:37]=1)([C:28]1[N:32]([CH3:33])[C:31]([S:34][CH3:35])=[N:30][N:29]=1)[C:8]1[CH:9]=[C:10]2[C:15](=[CH:16][CH:17]=1)[N:14]1[N:18]=[N:19][N:20]=[C:13]1[N:12]=[C:11]2[C:21]1[CH:26]=[CH:25][CH:24]=[C:23]([Cl:27])[CH:22]=1, predict the reaction product. The product is: [Cl:27][C:23]1[CH:22]=[C:21]([C:11]2[C:10]3[C:15](=[CH:16][CH:17]=[C:8]([C:7]([C:36]4[CH:37]=[CH:38][C:39]([Cl:42])=[CH:40][CH:41]=4)([C:28]4[N:32]([CH3:33])[C:31]([S:34][CH3:35])=[N:30][N:29]=4)[NH2:1])[CH:9]=3)[N:14]3[N:18]=[N:19][N:20]=[C:13]3[N:12]=2)[CH:26]=[CH:25][CH:24]=1. (6) Given the reactants [CH3:1][O:2][CH:3]([O:19][CH3:20])[CH2:4][CH2:5][CH2:6][CH2:7][S:8][CH2:9][CH2:10][CH2:11][C:12]([F:18])([F:17])[C:13]([F:16])([F:15])[F:14].I([O-])(=O)(=O)=[O:22].[Na+].CCCCCC.C(OCC)(=O)C, predict the reaction product. The product is: [CH3:20][O:19][CH:3]([O:2][CH3:1])[CH2:4][CH2:5][CH2:6][CH2:7][S:8]([CH2:9][CH2:10][CH2:11][C:12]([F:17])([F:18])[C:13]([F:16])([F:14])[F:15])=[O:22]. (7) Given the reactants [CH:1]([NH:4][CH3:5])([CH3:3])[CH3:2].[OH-].[Na+].Br[CH2:9][CH2:10][CH2:11][Cl:12], predict the reaction product. The product is: [Cl:12][CH2:11][CH2:10][CH2:9][N:4]([CH:1]([CH3:3])[CH3:2])[CH3:5]. (8) Given the reactants [F:1][CH:2]([F:12])[O:3][C:4]1[CH:11]=[CH:10][C:7]([CH:8]=O)=[CH:6][CH:5]=1.[CH3:13][C:14]([S@@:17]([NH2:19])=[O:18])([CH3:16])[CH3:15], predict the reaction product. The product is: [F:1][CH:2]([F:12])[O:3][C:4]1[CH:11]=[CH:10][C:7](/[CH:8]=[N:19]/[S@:17]([C:14]([CH3:16])([CH3:15])[CH3:13])=[O:18])=[CH:6][CH:5]=1. (9) Given the reactants [OH:1][C:2]1[CH:9]=[CH:8][CH:7]=[CH:6][C:3]=1[CH2:4][NH2:5].Cl.OC1C=CC=CC=1CN.[CH:20]1[N:25]=[C:24](Cl)[C:23]2[N:27]=[CH:28][N:29]([C@@H:30]3[O:34][C@H:33]([CH2:35][OH:36])[C@@H:32]([OH:37])[C@H:31]3[OH:38])[C:22]=2[N:21]=1.C(N(CC)CC)C, predict the reaction product. The product is: [OH:1][C:2]1[CH:9]=[CH:8][CH:7]=[CH:6][C:3]=1[CH2:4][NH:5][C:24]1[C:23]2[N:27]=[CH:28][N:29]([C:22]=2[N:21]=[CH:20][N:25]=1)[C@@H:30]1[O:34][C@H:33]([CH2:35][OH:36])[C@@H:32]([OH:37])[C@H:31]1[OH:38]. (10) Given the reactants [C:1]1([NH:7]C2C=CC=CC=2)[CH:6]=[CH:5][CH:4]=[CH:3][CH:2]=1.[C:14](Cl)(=[O:21])[C:15]1[CH:20]=[CH:19][CH:18]=[CH:17][CH:16]=1, predict the reaction product. The product is: [C:14]([NH:7][C:1]1[CH:6]=[CH:5][CH:4]=[CH:3][CH:2]=1)(=[O:21])[C:15]1[CH:20]=[CH:19][CH:18]=[CH:17][CH:16]=1.